Dataset: Full USPTO retrosynthesis dataset with 1.9M reactions from patents (1976-2016). Task: Predict the reactants needed to synthesize the given product. (1) Given the product [NH2:38][C@@H:29]([CH2:30][C:31]1[CH:32]=[CH:33][C:34]([F:37])=[CH:35][CH:36]=1)[C:28]([N:25]1[CH2:24][CH2:23][CH:22]([N:13]2[N:12]=[C:11]([C:5]3[CH:6]=[CH:7][C:8]([O:9][CH3:10])=[C:3]([O:2][CH3:1])[CH:4]=3)[C@@H:20]3[C@@H:15]([CH2:16][CH2:17][CH2:18][CH2:19]3)[C:14]2=[O:21])[CH2:27][CH2:26]1)=[O:46], predict the reactants needed to synthesize it. The reactants are: [CH3:1][O:2][C:3]1[CH:4]=[C:5]([C:11]2[C@@H:20]3[C@@H:15]([CH2:16][CH2:17][CH2:18][CH2:19]3)[C:14](=[O:21])[N:13]([CH:22]3[CH2:27][CH2:26][N:25]([C:28](=[O:46])[C@@H:29]([NH:38]C(=O)OC(C)(C)C)[CH2:30][C:31]4[CH:36]=[CH:35][C:34]([F:37])=[CH:33][CH:32]=4)[CH2:24][CH2:23]3)[N:12]=2)[CH:6]=[CH:7][C:8]=1[O:9][CH3:10].FC(F)(F)C(O)=O.C(=O)(O)[O-].[Na+]. (2) Given the product [Br:22][C:23]1[S:27][C:26]([S:28]([NH:1][CH:2]2[CH2:3][CH2:4][N:5]([C:8]([O:10][C:11]([CH3:14])([CH3:13])[CH3:12])=[O:9])[CH2:6][CH2:7]2)(=[O:30])=[O:29])=[CH:25][CH:24]=1, predict the reactants needed to synthesize it. The reactants are: [NH2:1][CH:2]1[CH2:7][CH2:6][N:5]([C:8]([O:10][C:11]([CH3:14])([CH3:13])[CH3:12])=[O:9])[CH2:4][CH2:3]1.C(N(CC)CC)C.[Br:22][C:23]1[S:27][C:26]([S:28](Cl)(=[O:30])=[O:29])=[CH:25][CH:24]=1. (3) The reactants are: [Cl:1][CH2:2][C:3]([C:5]1[CH:10]=[C:9]([Cl:11])[C:8]([OH:12])=[CH:7][C:6]=1[F:13])=O.C([SiH](CC)CC)C. Given the product [Cl:11][C:9]1[CH:10]=[C:5]([CH2:3][CH2:2][Cl:1])[C:6]([F:13])=[CH:7][C:8]=1[OH:12], predict the reactants needed to synthesize it. (4) Given the product [NH2:1][C:2]1[C:7]([N:8]([CH3:14])[S:9]([CH3:12])(=[O:11])=[O:10])=[CH:6][C:5]([Br:13])=[CH:4][N:3]=1, predict the reactants needed to synthesize it. The reactants are: [NH2:1][C:2]1[C:7]([NH:8][S:9]([CH3:12])(=[O:11])=[O:10])=[CH:6][C:5]([Br:13])=[CH:4][N:3]=1.[C:14](=O)([O-])[O-].[K+].[K+].CC(C)=O.CI. (5) Given the product [CH2:1]([O:3][C:4]([C:6]1[N:7]([C:17]2[CH:22]=[CH:21][C:20]([O:23][CH:24]([CH3:26])[CH3:25])=[CH:19][CH:18]=2)[C:8]2[C:13]([C:14]=1[Cl:15])=[CH:12][C:11]([I:28])=[CH:10][CH:9]=2)=[O:5])[CH3:2], predict the reactants needed to synthesize it. The reactants are: [CH2:1]([O:3][C:4]([C:6]1[N:7]([C:17]2[CH:22]=[CH:21][C:20]([O:23][CH:24]([CH3:26])[CH3:25])=[CH:19][CH:18]=2)[C:8]2[C:13]([C:14]=1[Cl:15])=[CH:12][C:11](Br)=[CH:10][CH:9]=2)=[O:5])[CH3:2].[Na+].[I-:28].CNCCNC.O1CCOCC1. (6) Given the product [CH3:29][N:28]([CH2:30][C:31]1[CH:32]=[C:33]2[C:37](=[CH:38][CH:39]=1)[C:36](=[C:5]1[C:4]3[C:8](=[CH:9][CH:10]=[C:2]([F:1])[CH:3]=3)[NH:7][C:6]1=[O:11])[O:35][CH:34]2[CH3:41])[CH3:27], predict the reactants needed to synthesize it. The reactants are: [F:1][C:2]1[CH:3]=[C:4]2[C:8](=[CH:9][CH:10]=1)[NH:7][C:6](=[O:11])[CH2:5]2.[Li+].C[Si]([N-][Si](C)(C)C)(C)C.C1COCC1.[CH3:27][N:28]([CH2:30][C:31]1[CH:32]=[C:33]2[C:37](=[CH:38][CH:39]=1)[C:36](=O)[O:35][CH:34]2[CH3:41])[CH3:29]. (7) The reactants are: [Cl:1][C:2]1[CH:7]=[CH:6][C:5]([OH:8])=[C:4]([N+:9]([O-])=O)[C:3]=1[C:12]([F:15])([F:14])[F:13].C(OCC)(=O)C.C(O)(=O)C. Given the product [NH2:9][C:4]1[C:3]([C:12]([F:13])([F:14])[F:15])=[C:2]([Cl:1])[CH:7]=[CH:6][C:5]=1[OH:8], predict the reactants needed to synthesize it.